This data is from Full USPTO retrosynthesis dataset with 1.9M reactions from patents (1976-2016). The task is: Predict the reactants needed to synthesize the given product. Given the product [N:17]1[CH:18]=[CH:19][CH:20]=[C:15]([N:1]2[CH2:5][CH2:4][CH:3]([NH:6][C:7](=[O:13])[O:8][C:9]([CH3:10])([CH3:12])[CH3:11])[CH2:2]2)[CH:16]=1, predict the reactants needed to synthesize it. The reactants are: [NH:1]1[CH2:5][CH2:4][CH:3]([NH:6][C:7](=[O:13])[O:8][C:9]([CH3:12])([CH3:11])[CH3:10])[CH2:2]1.Br[C:15]1[CH:16]=[N:17][CH:18]=[CH:19][CH:20]=1.